This data is from Catalyst prediction with 721,799 reactions and 888 catalyst types from USPTO. The task is: Predict which catalyst facilitates the given reaction. (1) Reactant: [N:1]([C@H:4]1[CH2:9][N:8]([C:10]([O:12][CH2:13][C:14]2[CH:19]=[CH:18][CH:17]=[CH:16][CH:15]=2)=[O:11])[C@H:7]([CH3:20])[CH2:6][CH2:5]1)=[N+]=[N-].CP(C)C. Product: [NH2:1][C@H:4]1[CH2:9][N:8]([C:10]([O:12][CH2:13][C:14]2[CH:19]=[CH:18][CH:17]=[CH:16][CH:15]=2)=[O:11])[C@H:7]([CH3:20])[CH2:6][CH2:5]1. The catalyst class is: 1. (2) Reactant: O=[C:2]([CH3:15])[CH2:3][O:4][C:5]1[CH:14]=[CH:13][C:8]([C:9]([O:11][CH3:12])=[O:10])=[CH:7][CH:6]=1.[F:16][C:17]1[CH:22]=[CH:21][C:20]([NH:23][NH2:24])=[CH:19][CH:18]=1. Product: [F:16][C:17]1[CH:22]=[CH:21][C:20]([NH:23]/[N:24]=[C:2](/[CH3:15])\[CH2:3][O:4][C:5]2[CH:6]=[CH:7][C:8]([C:9]([O:11][CH3:12])=[O:10])=[CH:13][CH:14]=2)=[CH:19][CH:18]=1. The catalyst class is: 8.